Dataset: Catalyst prediction with 721,799 reactions and 888 catalyst types from USPTO. Task: Predict which catalyst facilitates the given reaction. (1) Reactant: N[C:2]1[CH:10]=[CH:9][CH:8]=[C:7]([CH3:11])[C:3]=1[C:4](O)=O.[ClH:12].N([O-])=O.[Na+].[I-:17].[K+]. Product: [I:17][C:2]1[CH:10]=[CH:9][CH:8]=[C:7]([CH3:11])[C:3]=1[CH2:4][Cl:12]. The catalyst class is: 6. (2) Reactant: [OH:1][C:2]1[CH:7]=[CH:6][C:5]([C:8]2[CH:12]=[C:11]([C:13]([NH2:15])=[O:14])[O:10][N:9]=2)=[CH:4][CH:3]=1.C([O-])([O-])=O.[K+].[K+].[I:22][C:23]1[CH:30]=[CH:29][CH:28]=[CH:27][C:24]=1[CH2:25]Cl. Product: [I:22][C:23]1[CH:30]=[CH:29][CH:28]=[CH:27][C:24]=1[CH2:25][O:1][C:2]1[CH:3]=[CH:4][C:5]([C:8]2[CH:12]=[C:11]([C:13]([NH2:15])=[O:14])[O:10][N:9]=2)=[CH:6][CH:7]=1. The catalyst class is: 639. (3) Reactant: Cl[C:2]1[C:3]([N+:19]([O-:21])=[O:20])=[CH:4][C:5]([CH3:18])=[C:6]([C:8]2[CH:13]=[CH:12][C:11]([C:14]([NH:16][CH3:17])=[O:15])=[CH:10][CH:9]=2)[CH:7]=1.[CH2:22](OB(C=C)OCCCC)[CH2:23]CC.C(=O)([O-])[O-].[Na+].[Na+]. Product: [CH3:17][NH:16][C:14]([C:11]1[CH:12]=[CH:13][C:8]([C:6]2[CH:7]=[C:2]([CH:22]=[CH2:23])[C:3]([N+:19]([O-:21])=[O:20])=[CH:4][C:5]=2[CH3:18])=[CH:9][CH:10]=1)=[O:15]. The catalyst class is: 20. (4) Reactant: Cl[C:2]1[CH:7]=[C:6]([O:8][CH3:9])[CH:5]=[CH:4][N:3]=1.C[Sn](C)(C)[Sn](C)(C)C.[CH3:18][S:19]([O:22][C:23]1[CH:28]=[CH:27][C:26]([C:29]2([C:37]3[CH:42]=[CH:41][C:40]([F:43])=[C:39](Br)[CH:38]=3)[C:33](=[O:34])[N:32]([CH3:35])[C:31]([NH2:36])=[N:30]2)=[CH:25][CH:24]=1)(=[O:21])=[O:20]. Product: [CH3:18][S:19]([O:22][C:23]1[CH:28]=[CH:27][C:26]([C:29]2([C:37]3[CH:38]=[CH:39][C:40]([F:43])=[C:41]([C:2]4[CH:7]=[C:6]([O:8][CH3:9])[CH:5]=[CH:4][N:3]=4)[CH:42]=3)[C:33](=[O:34])[N:32]([CH3:35])[C:31]([NH2:36])=[N:30]2)=[CH:25][CH:24]=1)(=[O:21])=[O:20]. The catalyst class is: 73. (5) Reactant: Br[C:2]1[CH:7]=[CH:6][C:5]([C:8]([NH:11][C:12](=[O:18])[O:13][C:14]([CH3:17])([CH3:16])[CH3:15])([CH3:10])[CH3:9])=[CH:4][CH:3]=1.[B:19]1([B:19]2[O:23][C:22]([CH3:25])([CH3:24])[C:21]([CH3:27])([CH3:26])[O:20]2)[O:23][C:22]([CH3:25])([CH3:24])[C:21]([CH3:27])([CH3:26])[O:20]1.C([O-])(=O)C.[K+]. Product: [CH3:26][C:21]1([CH3:27])[C:22]([CH3:25])([CH3:24])[O:23][B:19]([C:2]2[CH:7]=[CH:6][C:5]([C:8]([NH:11][C:12](=[O:18])[O:13][C:14]([CH3:17])([CH3:16])[CH3:15])([CH3:10])[CH3:9])=[CH:4][CH:3]=2)[O:20]1. The catalyst class is: 151. (6) Reactant: [Cl:1][C:2]1[CH:3]=[C:4]([C:9]([CH3:13])([CH3:12])[CH:10]=[O:11])[CH:5]=[CH:6][C:7]=1[Cl:8].[CH3:14][Mg+].[Br-]. Product: [Cl:1][C:2]1[CH:3]=[C:4]([C:9]([CH3:13])([CH3:12])[CH:10]([OH:11])[CH3:14])[CH:5]=[CH:6][C:7]=1[Cl:8]. The catalyst class is: 28. (7) Reactant: [C:1]1([CH2:9][OH:10])[CH:6]=[CH:5][C:4]([CH2:7][OH:8])=[CH:3][CH:2]=1.F[C:12]1[CH:17]=[CH:16][CH:15]=[CH:14][N:13]=1.[H-].[Na+]. Product: [N:13]1[CH:14]=[CH:15][CH:16]=[CH:17][C:12]=1[O:8][CH2:7][C:4]1[CH:5]=[CH:6][C:1]([CH2:9][OH:10])=[CH:2][CH:3]=1. The catalyst class is: 3.